The task is: Regression. Given two drug SMILES strings and cell line genomic features, predict the synergy score measuring deviation from expected non-interaction effect.. This data is from NCI-60 drug combinations with 297,098 pairs across 59 cell lines. (1) Drug 1: C1=CC(=C2C(=C1NCCNCCO)C(=O)C3=C(C=CC(=C3C2=O)O)O)NCCNCCO. Drug 2: C1=NC(=NC(=O)N1C2C(C(C(O2)CO)O)O)N. Cell line: SK-MEL-5. Synergy scores: CSS=27.6, Synergy_ZIP=7.35, Synergy_Bliss=9.34, Synergy_Loewe=-3.01, Synergy_HSA=6.25. (2) Drug 1: CN1C(=O)N2C=NC(=C2N=N1)C(=O)N. Drug 2: C1=NC2=C(N=C(N=C2N1C3C(C(C(O3)CO)O)F)Cl)N. Cell line: SF-268. Synergy scores: CSS=-0.716, Synergy_ZIP=-0.856, Synergy_Bliss=-4.01, Synergy_Loewe=-7.01, Synergy_HSA=-4.50. (3) Drug 1: CS(=O)(=O)CCNCC1=CC=C(O1)C2=CC3=C(C=C2)N=CN=C3NC4=CC(=C(C=C4)OCC5=CC(=CC=C5)F)Cl. Drug 2: CN(CCCl)CCCl.Cl. Cell line: A498. Synergy scores: CSS=13.9, Synergy_ZIP=-6.94, Synergy_Bliss=-2.50, Synergy_Loewe=-5.75, Synergy_HSA=-2.16. (4) Drug 1: C1=C(C(=O)NC(=O)N1)N(CCCl)CCCl. Drug 2: CCN(CC)CCCC(C)NC1=C2C=C(C=CC2=NC3=C1C=CC(=C3)Cl)OC. Cell line: RXF 393. Synergy scores: CSS=17.8, Synergy_ZIP=-8.20, Synergy_Bliss=-8.71, Synergy_Loewe=-6.84, Synergy_HSA=-5.48. (5) Drug 1: C1=CN(C(=O)N=C1N)C2C(C(C(O2)CO)O)O.Cl. Drug 2: C1C(C(OC1N2C=NC(=NC2=O)N)CO)O. Cell line: OVCAR-4. Synergy scores: CSS=14.7, Synergy_ZIP=-4.10, Synergy_Bliss=-3.55, Synergy_Loewe=-2.60, Synergy_HSA=-1.39. (6) Drug 1: CCCCCOC(=O)NC1=NC(=O)N(C=C1F)C2C(C(C(O2)C)O)O. Drug 2: CCN(CC)CCNC(=O)C1=C(NC(=C1C)C=C2C3=C(C=CC(=C3)F)NC2=O)C. Cell line: HS 578T. Synergy scores: CSS=7.41, Synergy_ZIP=-1.22, Synergy_Bliss=-0.525, Synergy_Loewe=0.934, Synergy_HSA=0.411.